This data is from Reaction yield outcomes from USPTO patents with 853,638 reactions. The task is: Predict the reaction yield, written as a fraction of the theoretical maximum amount of product (1.0 means a 100% yield; for example, 0.34 means a 34% yield). The reactants are [F:1][C:2]1[CH:14]=[CH:13][C:5]([CH2:6][N:7]2[CH:11]=[C:10]([OH:12])[CH:9]=[N:8]2)=[CH:4][CH:3]=1.Cl[C:16]1[N:17]=[C:18]([OH:26])[C:19]2[CH:25]=[CH:24][N:23]=[CH:22][C:20]=2[N:21]=1. No catalyst specified. The product is [F:1][C:2]1[CH:14]=[CH:13][C:5]([CH2:6][N:7]2[CH:11]=[C:10]([O:12][C:16]3[N:17]=[C:18]([OH:26])[C:19]4[CH:25]=[CH:24][N:23]=[CH:22][C:20]=4[N:21]=3)[CH:9]=[N:8]2)=[CH:4][CH:3]=1. The yield is 0.660.